Task: Predict the product of the given reaction.. Dataset: Forward reaction prediction with 1.9M reactions from USPTO patents (1976-2016) Given the reactants C([N:8]1[CH2:12][CH2:11][C:10]([C:15]2[CH:20]=[CH:19][C:18]([F:21])=[C:17]([F:22])[CH:16]=2)([O:13][CH3:14])[CH2:9]1)C1C=CC=CC=1.ClCCCl.ClC(OC(Cl)C)=O, predict the reaction product. The product is: [F:22][C:17]1[CH:16]=[C:15]([C:10]2([O:13][CH3:14])[CH2:11][CH2:12][NH:8][CH2:9]2)[CH:20]=[CH:19][C:18]=1[F:21].